Dataset: CYP1A2 inhibition data for predicting drug metabolism from PubChem BioAssay. Task: Regression/Classification. Given a drug SMILES string, predict its absorption, distribution, metabolism, or excretion properties. Task type varies by dataset: regression for continuous measurements (e.g., permeability, clearance, half-life) or binary classification for categorical outcomes (e.g., BBB penetration, CYP inhibition). Dataset: cyp1a2_veith. (1) The molecule is CC(Sc1ncnc2ccccc12)C(=O)Nc1ccc2c(c1)OCO2. The result is 1 (inhibitor). (2) The drug is O=C(/C=C/c1ccccc1)NNC(=O)c1cccnc1. The result is 0 (non-inhibitor). (3) The compound is CCCSc1nc(NCc2ccco2)c2c3c(sc2n1)COC(C)(C)C3. The result is 1 (inhibitor). (4) The compound is O=C(NNS(=O)(=O)c1ccc(Cl)cc1)C1CCN(Cc2ccccc2)CC1. The result is 0 (non-inhibitor). (5) The compound is CCOc1[nH]n(-c2ccccc2)c(=O)c1C=Nc1ccc(Cl)cc1. The result is 1 (inhibitor). (6) The molecule is COCC(=O)N1CCC2(CC1)CCN(c1ncccn1)CC2. The result is 0 (non-inhibitor).